From a dataset of Forward reaction prediction with 1.9M reactions from USPTO patents (1976-2016). Predict the product of the given reaction. (1) Given the reactants [NH2:1][C:2]1[CH:10]=[CH:9][CH:8]=[C:7]2[C:3]=1[CH2:4][CH:5]([OH:11])[CH2:6]2.Cl[C:13]1[CH:18]=[C:17]([C:19]2[CH:24]=[CH:23][C:22]([C:25]([F:28])([F:27])[F:26])=[CH:21][C:20]=2[I:29])[N:16]=[CH:15][N:14]=1.C(N(C(C)C)CC)(C)C, predict the reaction product. The product is: [I:29][C:20]1[CH:21]=[C:22]([C:25]([F:28])([F:26])[F:27])[CH:23]=[CH:24][C:19]=1[C:17]1[N:16]=[CH:15][N:14]=[C:13]([NH:1][C:2]2[CH:10]=[CH:9][CH:8]=[C:7]3[C:3]=2[CH2:4][CH:5]([OH:11])[CH2:6]3)[CH:18]=1. (2) Given the reactants C(OC([NH:8][C@H:9]([CH2:20][CH:21]1[CH2:26][CH2:25][CH2:24][CH2:23][CH2:22]1)[CH:10]([OH:19])[C:11]([NH:13][O:14][CH2:15][C:16]([OH:18])=O)=[O:12])=O)(C)(C)C.Cl.[CH2:28]([O:30][C:31](=[O:35])[C@H:32]([CH3:34])[NH2:33])[CH3:29].Cl.CN(C)CCCN=C=NCC.ON1C2C=CC=CC=2N=N1.CN1CCOCC1, predict the reaction product. The product is: [NH2:8][C@H:9]([CH2:20][CH:21]1[CH2:22][CH2:23][CH2:24][CH2:25][CH2:26]1)[CH:10]([OH:19])[C:11]([NH:13][O:14][CH2:15][C:16]([NH:33][C@@H:32]([CH3:34])[C:31]([O:30][CH2:28][CH3:29])=[O:35])=[O:18])=[O:12]. (3) Given the reactants [Br:1][C:2]1[CH:7]=[CH:6][C:5]([CH2:8][OH:9])=[C:4]([CH2:10][CH3:11])[CH:3]=1.[H-].[Na+].[CH3:14]N(C=O)C, predict the reaction product. The product is: [Br:1][C:2]1[CH:7]=[CH:6][C:5]([CH2:8][O:9][CH3:14])=[C:4]([CH2:10][CH3:11])[CH:3]=1.